Dataset: Forward reaction prediction with 1.9M reactions from USPTO patents (1976-2016). Task: Predict the product of the given reaction. (1) The product is: [NH2:7][C@@:11]1([C:10]([OH:9])=[O:21])[C@@H:16]([F:17])[CH2:15][C@@H:14]2[C@H:12]1[C@H:13]2[C:18]([O:20][CH2:29][O:28][C:22](=[O:27])[C:23]([CH3:26])([CH3:25])[CH3:24])=[O:19]. Given the reactants C(OC([N:7]1[C@:11]2([C@@H:16]([F:17])[CH2:15][C@@H:14]3[C@H:12]2[C@H:13]3[C:18]([OH:20])=[O:19])[C:10](=[O:21])[O:9]C1)=O)C=C.[C:22]([O:28][CH2:29]Cl)(=[O:27])[C:23]([CH3:26])([CH3:25])[CH3:24], predict the reaction product. (2) The product is: [CH3:12][O:11][CH2:10][CH2:9][CH2:8][C:6]1[N:5]=[C:4]([N:13]2[CH2:17][CH2:16][CH2:15][CH:14]2[C:18]2[O:22][N:21]=[C:20]([C:23]3[CH:28]=[CH:27][CH:26]=[CH:25][N:24]=3)[CH:19]=2)[N:3]=[C:2]([NH:29][C:30]2[CH:34]=[C:33]([CH3:35])[NH:32][N:31]=2)[CH:7]=1. Given the reactants O[C:2]1[CH:7]=[C:6]([CH2:8][CH2:9][CH2:10][O:11][CH3:12])[N:5]=[C:4]([N:13]2[CH2:17][CH2:16][CH2:15][CH:14]2[C:18]2[O:22][N:21]=[C:20]([C:23]3[CH:28]=[CH:27][CH:26]=[CH:25][N:24]=3)[CH:19]=2)[N:3]=1.[NH2:29][C:30]1[CH:34]=[C:33]([CH3:35])[NH:32][N:31]=1, predict the reaction product. (3) Given the reactants [C:1]([O:4][CH2:5][C:6]1[C:11]([N:12]2[N:21]=[CH:20][C:19]3[C:14](=[C:15]([F:26])[CH:16]=[C:17]([C:22]([CH3:25])([CH3:24])[CH3:23])[CH:18]=3)[C:13]2=[O:27])=[CH:10][CH:9]=[CH:8][C:7]=1[C:28]1[CH:29]=[C:30](Br)[C:31]2[N:32]([N:34]=[CH:35][N:36]=2)[CH:33]=1)(=[O:3])[CH3:2].[NH2:38][C:39]1[N:44]=[CH:43][C:42]([C:45]([N:47]2[CH2:52][CH2:51][O:50][CH2:49][CH2:48]2)=[O:46])=[CH:41][CH:40]=1.C(=O)([O-])[O-].[Cs+].[Cs+].C1(P(C2C=CC=CC=2)C2C3OC4C(=CC=CC=4P(C4C=CC=CC=4)C4C=CC=CC=4)C(C)(C)C=3C=CC=2)C=CC=CC=1, predict the reaction product. The product is: [C:22]([C:17]1[CH:18]=[C:19]2[C:14](=[C:15]([F:26])[CH:16]=1)[C:13](=[O:27])[N:12]([C:11]1[CH:10]=[CH:9][CH:8]=[C:7]([C:28]3[CH:29]=[C:30]([NH:38][C:39]4[CH:40]=[CH:41][C:42]([C:45]([N:47]5[CH2:52][CH2:51][O:50][CH2:49][CH2:48]5)=[O:46])=[CH:43][N:44]=4)[C:31]4[N:32]([N:34]=[CH:35][N:36]=4)[CH:33]=3)[C:6]=1[CH2:5][O:4][C:1](=[O:3])[CH3:2])[N:21]=[CH:20]2)([CH3:24])([CH3:23])[CH3:25].